This data is from Catalyst prediction with 721,799 reactions and 888 catalyst types from USPTO. The task is: Predict which catalyst facilitates the given reaction. Reactant: [CH3:1][N:2]([N:4]=[N:5][C:6]1[C:14]2[C:9](=[N:10][CH:11]=[CH:12][CH:13]=2)[Se:8][C:7]=1[C:15]([O:17]CC)=[O:16])[CH3:3].[OH-].[Na+].Cl. Product: [CH3:3][N:2]([N:4]=[N:5][C:6]1[C:14]2[C:9](=[N:10][CH:11]=[CH:12][CH:13]=2)[Se:8][C:7]=1[C:15]([OH:17])=[O:16])[CH3:1]. The catalyst class is: 24.